This data is from Peptide-MHC class I binding affinity with 185,985 pairs from IEDB/IMGT. The task is: Regression. Given a peptide amino acid sequence and an MHC pseudo amino acid sequence, predict their binding affinity value. This is MHC class I binding data. The peptide sequence is KLVAYQATV. The MHC is Patr-B0101 with pseudo-sequence Patr-B0101. The binding affinity (normalized) is 0.